Dataset: Experimentally validated miRNA-target interactions with 360,000+ pairs, plus equal number of negative samples. Task: Binary Classification. Given a miRNA mature sequence and a target amino acid sequence, predict their likelihood of interaction. (1) The miRNA is hsa-miR-1290 with sequence UGGAUUUUUGGAUCAGGGA. The protein sequence of the target gene is MSVNYAAGLSPYADKGKCGLPEIFDPPEELERKVWELARLMWQSSSVVFHTGAGISTASGIPDFRGPHGVWTMEERGLAPKFDTTFENARPSKTHMALVQLERMGFLSFLVSQNVDGLHVRSGFPRDKLAELHGNMFVEECPKCKTQYVRDTVVGTMGLKATGRLCTVAKTRGLRACRGELRDTILDWEDSLPDRDLMLADEASRTADLSVTLGTSLQIRPSGNLPLATKRRGGRLVIVNLQPTKHDRQADLRIHGYVDEVMCRLMKHLGLEIPAWDGPCVLDKALPPLPRPVALKAEPP.... Result: 0 (no interaction). (2) The miRNA is hsa-miR-762 with sequence GGGGCUGGGGCCGGGGCCGAGC. The protein sequence of the target gene is MDDYRYRDNYEGYAPSDGYYRSNEQNQEEDAQSDVTEGHDEEDEIYEGEYQGIPHPDDVKSKQTKMAPSRADGLGGQADLMAERMEDEEELAHQYETIIDECGHGRFQWTLFFVLGLALMADGVEIFVVSFALPSAEKDMCLSSSKKGMLGLIVYLGMMAGAFILGGLADKLGRKKVLSMSLAINASFASLSSFVQGYGAFLFCRLISGIGIGGSLPIVFAYFSEFLSREKRGEHLSWLGIFWMTGGIYASAMAWSIIPHYGWGFSMGTNYHFHSWRVFVIVCALPATVSMVALKFMPES.... Result: 0 (no interaction). (3) The miRNA is hsa-miR-548aa with sequence AAAAACCACAAUUACUUUUGCACCA. The protein sequence of the target gene is MTRWARVSTTYNKRPLPATSWEDMKKGSFEGTSQNLPKRKQLEANRLSLKNDAPQAKHKKNKKKKEYLNEDVNGFMEYLRQNSQMVHNGQIIATDSEEVREEIAVALKKDSRREGRRLKRQAAKKNAMVCFHCRKPGHGIADCPAALENQDMGTGICYRCGSTEHEITKCKAKVDPALGEFPFAKCFVCGEMGHLSRSCPDNPKGLYADGGGCKLCGSVEHLKKDCPESQNSERMVTVGRWAKGMSADYEEILDVPKPQKPKTKIPKVVNF. Result: 1 (interaction). (4) The miRNA is hsa-miR-181b-2-3p with sequence CUCACUGAUCAAUGAAUGCA. The protein sequence of the target gene is MAALGPSSQNVTEYVVRVPKNTTKKYNIMAFNAADKVNFATWNQARLERDLSNKKIYQEEEMPESGAGSEFNRKLREEARRKKYGIVLKEFRPEDQPWLLRVNGKSGRKFKGIKKGGVTENTSYYIFTQCPDGAFEAFPVHNWYNFTPLARHRTLTAEEAEEEWERRNKVLNHFSIMQQRRLKDQDQDEDEEEKEKRGRRKASELRIHDLEDDLEMSSDASDASGEEGGRVPKAKKKAPLAKGGRKKKKKKGSDDEAFEDSDDGDFEGQEVDYMSDGSSSSQEEPESKAKAPQQEEGPKG.... Result: 1 (interaction). (5) The miRNA is hsa-miR-539-5p with sequence GGAGAAAUUAUCCUUGGUGUGU. The protein sequence of the target gene is MDNKKKDKDKSDDRMARPSGRSGHSTRGTGSSSSGVLMVGPNFRVGKKIGCGNFGELRLGKNLYTNEYVAIKLEPMKSRAPQLHLEYRFYKQLGSGDGIPQVYYFGPCGKYNAMVLELLGPSLEDLFDLCDRTFSLKTVLMIAIQLISRMEYVHSKNLIYRDVKPENFLIGRPGNKAQQVIHIIDFGLAKEYIDPETKKHIPYREHKSLTGTARYMSINTHLGKEQSRRDDLEALGHMFMYFLRGSLPWQGLKADTLKERYQKIGDTKRATPIEVLCENFPEEMATYLRYVRRLDFFEKP.... Result: 0 (no interaction). (6) The miRNA is hsa-miR-6732-5p with sequence UAGGGGGUGGCAGGCUGGCC. The protein sequence of the target gene is MSVGCPEPEPPRSLTCCGPGTAPGPGAGVPLLTEDMQALTLRTLAASDVTKHYELVRELGKGTYGKVDLVVYKGTGTKMALKFVNKSKTKLKNFLREVSITNSLSSSPFIIKVFDVVFETEDCYVFAQEYAPAGDLFDIIPPQVGLPEDTVKRCVQQLGLALDFMHGRQLVHRDIKPENVLLFDRECRRVKLADFGMTRRVGCRVKRVSGTIPYTAPEVCQAGRADGLAVDTGVDVWAFGVLIFCVLTGNFPWEAASGADAFFEEFVRWQRGRLPGLPSQWRRFTEPALRMFQRLLALEP.... Result: 1 (interaction).